Dataset: Forward reaction prediction with 1.9M reactions from USPTO patents (1976-2016). Task: Predict the product of the given reaction. (1) Given the reactants [CH3:1][O:2][C:3]1[CH:4]=[CH:5][C:6]2[NH:12][C:11](=[O:13])[N:10]([CH:14]3[CH2:19][CH2:18][N:17]([C:20]([O:22][C@@H:23]([C:37]([OH:39])=O)[CH2:24][C:25]4[CH:30]=[C:29]([C:31]([F:34])([F:33])[F:32])[C:28]([NH2:35])=[C:27]([Cl:36])[CH:26]=4)=[O:21])[CH2:16][CH2:15]3)[CH2:9][CH2:8][C:7]=2[CH:40]=1.[N:41]1([CH2:53][C:54]([O:56][CH2:57][CH3:58])=[O:55])[CH2:46][CH2:45][CH:44]([CH:47]2[CH2:52][CH2:51][NH:50][CH2:49][CH2:48]2)[CH2:43][CH2:42]1, predict the reaction product. The product is: [CH3:1][O:2][C:3]1[CH:4]=[CH:5][C:6]2[NH:12][C:11](=[O:13])[N:10]([CH:14]3[CH2:15][CH2:16][N:17]([C:20]([O:22][C@H:23]([CH2:24][C:25]4[CH:30]=[C:29]([C:31]([F:32])([F:33])[F:34])[C:28]([NH2:35])=[C:27]([Cl:36])[CH:26]=4)[C:37]([N:50]4[CH2:49][CH2:48][CH:47]([CH:44]5[CH2:43][CH2:42][N:41]([CH2:53][C:54]([O:56][CH2:57][CH3:58])=[O:55])[CH2:46][CH2:45]5)[CH2:52][CH2:51]4)=[O:39])=[O:21])[CH2:18][CH2:19]3)[CH2:9][CH2:8][C:7]=2[CH:40]=1. (2) Given the reactants Cl[C:2]1[N:7]=[CH:6][C:5]([NH2:8])=[CH:4][C:3]=1[O:9][CH3:10].[O:11]1[CH:16]([C:17]([OH:19])=O)[CH2:15][O:14][C:13]2[CH:20]=[CH:21][CH:22]=[CH:23][C:12]1=2.CC1(C)C(C)(C)OB([C:32]2[CH:33]=[N:34][NH:35][CH:36]=2)O1, predict the reaction product. The product is: [CH3:10][O:9][C:3]1[CH:4]=[C:5]([NH:8][C:17]([CH:16]2[O:11][C:12]3[CH:23]=[CH:22][CH:21]=[CH:20][C:13]=3[O:14][CH2:15]2)=[O:19])[CH:6]=[N:7][C:2]=1[C:32]1[CH:33]=[N:34][NH:35][CH:36]=1. (3) Given the reactants [OH:1][C:2]1[CH:7]=[C:6]([O:8][CH2:9][CH2:10][O:11][CH3:12])[CH:5]=[CH:4][C:3]=1[CH2:13][CH2:14][C:15]([O:17][CH2:18][CH3:19])=[O:16].[H-].[Na+].[F:22][C:23]([F:33])([F:32])[C:24]1[CH:31]=[CH:30][C:27]([CH2:28]Cl)=[CH:26][CH:25]=1.[Cl-].[NH4+], predict the reaction product. The product is: [CH3:12][O:11][CH2:10][CH2:9][O:8][C:6]1[CH:5]=[CH:4][C:3]([CH2:13][CH2:14][C:15]([O:17][CH2:18][CH3:19])=[O:16])=[C:2]([O:1][CH2:28][C:27]2[CH:26]=[CH:25][C:24]([C:23]([F:22])([F:32])[F:33])=[CH:31][CH:30]=2)[CH:7]=1. (4) Given the reactants [OH:1][C:2]1[CH:7]=[CH:6][C:5]([CH2:8][C:9]([O:11][CH3:12])=[O:10])=[CH:4][CH:3]=1, predict the reaction product. The product is: [OH:1][C@@H:2]1[CH2:3][CH2:4][C@H:5]([CH2:8][C:9]([O:11][CH3:12])=[O:10])[CH2:6][CH2:7]1. (5) Given the reactants [N+:1]([C:4]1[CH:9]=[CH:8][CH:7]=[CH:6][C:5]=1[S:10](Cl)(=[O:12])=[O:11])([O-:3])=[O:2].[CH3:14][NH:15][CH2:16][CH3:17].C(Cl)(Cl)Cl.C(N(CC)CC)C, predict the reaction product. The product is: [CH2:16]([N:15]([CH3:14])[S:10]([C:5]1[CH:6]=[CH:7][CH:8]=[CH:9][C:4]=1[N+:1]([O-:3])=[O:2])(=[O:12])=[O:11])[CH3:17].